This data is from Catalyst prediction with 721,799 reactions and 888 catalyst types from USPTO. The task is: Predict which catalyst facilitates the given reaction. (1) Reactant: [CH3:1][C:2]1[C:3]([CH2:9][N:10]([CH2:17][C:18]2[C:23]([C:24]([CH3:32])([C:26]3[CH:31]=[CH:30][CH:29]=[CH:28][CH:27]=3)[CH3:25])=[CH:22][CH:21]=[CH:20][N:19]=2)[CH:11]2[CH2:16][CH2:15][NH:14][CH2:13][CH2:12]2)=[N:4][CH:5]=[C:6]([CH3:8])[CH:7]=1.CCN(C(C)C)C(C)C.[NH:42]1[CH:46]=[CH:45][N:44]=[C:43]1[NH:47][C:48](N1C=CN=C1)=[O:49]. Product: [NH:42]1[CH:46]=[CH:45][N:44]=[C:43]1[NH:47][C:48]([N:14]1[CH2:13][CH2:12][CH:11]([N:10]([CH2:9][C:3]2[C:2]([CH3:1])=[CH:7][C:6]([CH3:8])=[CH:5][N:4]=2)[CH2:17][C:18]2[C:23]([C:24]([CH3:32])([C:26]3[CH:27]=[CH:28][CH:29]=[CH:30][CH:31]=3)[CH3:25])=[CH:22][CH:21]=[CH:20][N:19]=2)[CH2:16][CH2:15]1)=[O:49]. The catalyst class is: 3. (2) Reactant: [CH3:1][O:2][C:3](=[O:24])[CH:4]([C:9]1[NH:10][C:11]2[C:16]([C:17]=1[CH2:18][CH2:19][N:20]=[N+:21]=[N-:22])=[C:15]([Cl:23])[CH:14]=[CH:13][CH:12]=2)[C:5]([O:7][CH3:8])=[O:6].[CH3:25][O-].[Na+].CI. Product: [CH3:1][O:2][C:3](=[O:24])[C:4]([C:9]1[NH:10][C:11]2[C:16]([C:17]=1[CH2:18][CH2:19][N:20]=[N+:21]=[N-:22])=[C:15]([Cl:23])[CH:14]=[CH:13][CH:12]=2)([CH3:25])[C:5]([O:7][CH3:8])=[O:6]. The catalyst class is: 5. (3) Reactant: [CH3:1][O:2][C:3]1[N:8]=[C:7]2[CH:9]=[CH:10][NH:11][C:6]2=[CH:5][C:4]=1[B:12]([OH:14])[OH:13].[H-].[Na+].Cl[Si:18]([CH:25]([CH3:27])[CH3:26])([CH:22]([CH3:24])[CH3:23])[CH:19]([CH3:21])[CH3:20]. Product: [CH3:1][O:2][C:3]1[N:8]=[C:7]2[CH:9]=[CH:10][N:11]([Si:18]([CH:25]([CH3:27])[CH3:26])([CH:22]([CH3:24])[CH3:23])[CH:19]([CH3:21])[CH3:20])[C:6]2=[CH:5][C:4]=1[B:12]([OH:14])[OH:13]. The catalyst class is: 7. (4) Reactant: CC1(C)CCCC(C)(C)N1.[Li]CCCC.[F:16][C:17]1[CH:24]=[C:23]([CH3:25])[CH:22]=[CH:21][C:18]=1[C:19]#[N:20].[I:26]I. Product: [F:16][C:17]1[C:24]([I:26])=[C:23]([CH3:25])[CH:22]=[CH:21][C:18]=1[C:19]#[N:20]. The catalyst class is: 1. (5) Reactant: [Si]([O:8][CH2:9][CH2:10][NH:11][C@@H:12]([CH3:26])[CH2:13][O:14][C:15]1[CH:20]=[CH:19][C:18]([F:21])=[CH:17][C:16]=1[C:22]([F:25])([F:24])[F:23])(C(C)(C)C)(C)C.[ClH:27]. Product: [ClH:27].[F:21][C:18]1[CH:19]=[CH:20][C:15]([O:14][CH2:13][C@@H:12]([NH:11][CH2:10][CH2:9][OH:8])[CH3:26])=[C:16]([C:22]([F:23])([F:24])[F:25])[CH:17]=1. The catalyst class is: 5. (6) Reactant: [NH:1]1[C:9]2[C:4](=[CH:5][CH:6]=[CH:7][CH:8]=2)[C:3]([CH:10]2[CH2:15][CH2:14][N:13]([CH:16]([CH:20]3[CH2:25][CH2:24][N:23]([C:26](=[O:38])[CH:27]=[CH:28][C:29]4[CH:34]=[C:33]([F:35])[C:32]([F:36])=[C:31]([F:37])[CH:30]=4)[CH2:22][CH2:21]3)[C:17]([OH:19])=[O:18])[CH2:12][CH2:11]2)=[CH:2]1. Product: [NH:1]1[C:9]2[C:4](=[CH:5][CH:6]=[CH:7][CH:8]=2)[C:3]([CH:10]2[CH2:11][CH2:12][N:13]([CH:16]([CH:20]3[CH2:25][CH2:24][N:23]([C:26](=[O:38])/[CH:27]=[CH:28]/[C:29]4[CH:30]=[C:31]([F:37])[C:32]([F:36])=[C:33]([F:35])[CH:34]=4)[CH2:22][CH2:21]3)[C:17]([OH:19])=[O:18])[CH2:14][CH2:15]2)=[CH:2]1. The catalyst class is: 881.